Dataset: Peptide-MHC class II binding affinity with 134,281 pairs from IEDB. Task: Regression. Given a peptide amino acid sequence and an MHC pseudo amino acid sequence, predict their binding affinity value. This is MHC class II binding data. The MHC is DRB1_0802 with pseudo-sequence DRB1_0802. The binding affinity (normalized) is 0.455. The peptide sequence is ETAYFILKLAGRWPVKVI.